From a dataset of Catalyst prediction with 721,799 reactions and 888 catalyst types from USPTO. Predict which catalyst facilitates the given reaction. (1) Reactant: [CH2:1]([C:3]1[C:8]([O:9]COC)=[C:7]([CH:13]=[O:14])[CH:6]=[CH:5][N:4]=1)[CH3:2].Cl.C([O-])([O-])=O.[K+].[K+]. Product: [CH2:1]([C:3]1[C:8]([OH:9])=[C:7]([CH:13]=[O:14])[CH:6]=[CH:5][N:4]=1)[CH3:2]. The catalyst class is: 1. (2) Reactant: [Si:1]([O:8][C@@H:9]1[C@@H:13]([CH2:14][O:15][Si:16]([C:19]([CH3:22])([CH3:21])[CH3:20])([CH3:18])[CH3:17])[O:12][C@@H:11]([N:23]2[C:41]3[N:40]=[CH:39][N:38]=[C:27]([O:28][C:29]4[CH:34]=[CH:33][C:32]([N+:35]([O-:37])=[O:36])=[CH:31][CH:30]=4)[C:26]=3[N:25]=[CH:24]2)[CH2:10]1)([C:4]([CH3:7])([CH3:6])[CH3:5])([CH3:3])[CH3:2].N1(OC2C3N=CN(C=3N=CN=2)[C@@H]2O[C@H](C[O:59][Si:60]([C:63]([CH3:66])([CH3:65])[CH3:64])([CH3:62])[CH3:61])[C@@H]([O:59][Si:60]([C:63]([CH3:66])([CH3:65])[CH3:64])([CH3:62])[CH3:61])[C@H]2[O:59][Si:60]([C:63]([CH3:66])([CH3:65])[CH3:64])([CH3:62])[CH3:61])C2C=CC=CC=2N=N1.[N+](C1C=CC(O)=CC=1)([O-])=O.C([O-])([O-])=O.[Cs+].[Cs+]. Product: [N+:35]([C:32]1[CH:33]=[CH:34][C:29]([O:28][C:27]2[C:26]3[N:25]=[CH:24][N:23]([C:41]=3[N:40]=[CH:39][N:38]=2)[C@@H:11]2[O:12][C@H:13]([CH2:14][O:15][Si:16]([C:19]([CH3:20])([CH3:21])[CH3:22])([CH3:17])[CH3:18])[C@@H:9]([O:8][Si:1]([C:4]([CH3:6])([CH3:7])[CH3:5])([CH3:3])[CH3:2])[C@H:10]2[O:59][Si:60]([C:63]([CH3:66])([CH3:65])[CH3:64])([CH3:62])[CH3:61])=[CH:30][CH:31]=1)([O-:37])=[O:36]. The catalyst class is: 57. (3) Reactant: [CH3:1][C:2]1[CH:3]([CH2:9][CH2:10][CH3:11])[CH2:4][C:5](=[O:8])[NH:6][N:7]=1.BrBr. Product: [CH3:1][C:2]1[C:3]([CH2:9][CH2:10][CH3:11])=[CH:4][C:5](=[O:8])[NH:6][N:7]=1. The catalyst class is: 52. (4) Reactant: [OH:1][C@H:2]1[CH2:7][CH2:6][C@H:5]([N:8]2[C:13](=[O:14])[C:12]([CH2:15][C:16]3[CH:21]=[CH:20][C:19]([C:22]4[C:23]([C:28]#[N:29])=[CH:24][CH:25]=[CH:26][CH:27]=4)=[CH:18][CH:17]=3)=[C:11]([CH2:30][CH2:31][CH3:32])[N:10]3[N:33]=[CH:34][CH:35]=[C:9]23)[CH2:4][CH2:3]1.[C:36]([O:39][C:40]([CH3:45])([CH3:44])[C:41](Cl)=[O:42])(=[O:38])[CH3:37].C(OCC)(=O)C.O. Product: [C:36]([O:39][C:40]([CH3:45])([CH3:44])[C:41]([O:1][C@H:2]1[CH2:3][CH2:4][C@H:5]([N:8]2[C:13](=[O:14])[C:12]([CH2:15][C:16]3[CH:21]=[CH:20][C:19]([C:22]4[CH:27]=[CH:26][CH:25]=[CH:24][C:23]=4[C:28]#[N:29])=[CH:18][CH:17]=3)=[C:11]([CH2:30][CH2:31][CH3:32])[N:10]3[N:33]=[CH:34][CH:35]=[C:9]23)[CH2:6][CH2:7]1)=[O:42])(=[O:38])[CH3:37]. The catalyst class is: 17. (5) Reactant: CN(C=[O:5])C.[CH2:6]([O:13][C:14]1[C:22]([O:23][CH3:24])=[CH:21][C:17]([C:18]([OH:20])=O)=[C:16]([N+:25]([O-:27])=[O:26])[CH:15]=1)[C:7]1[CH:12]=[CH:11][CH:10]=[CH:9][CH:8]=1.C(Cl)(=O)C(Cl)=O.Cl.[NH:35]1[CH2:40][CH2:39][CH2:38][CH2:37][C@H:36]1[C:41]([O:43][CH3:44])=[O:42]. Product: [C:6]([O:13][C:14]1[C:22]([O:23][CH3:24])=[CH:21][C:17]([C:18]([N:35]2[CH2:40][CH2:39][CH2:38][CH2:37][C@@H:36]2[C:41]([O:43][CH3:44])=[O:42])=[O:20])=[C:16]([N+:25]([O-:27])=[O:26])[CH:15]=1)(=[O:5])[C:7]1[CH:8]=[CH:9][CH:10]=[CH:11][CH:12]=1. The catalyst class is: 624. (6) Reactant: [C:1]1([C:7]2[S:11][C:10]([CH:12]=O)=[N:9][CH:8]=2)[CH:6]=[CH:5][CH:4]=[CH:3][CH:2]=1.[CH3:14][CH:15]1[CH2:20][CH2:19][CH2:18][CH2:17][N:16]1[CH2:21][CH2:22][CH2:23][NH2:24].CO.[BH4-].[Na+]. Product: [CH3:14][CH:15]1[CH2:20][CH2:19][CH2:18][CH2:17][N:16]1[CH2:21][CH2:22][CH2:23][NH:24][CH2:12][C:10]1[S:11][C:7]([C:1]2[CH:6]=[CH:5][CH:4]=[CH:3][CH:2]=2)=[CH:8][N:9]=1. The catalyst class is: 4.